This data is from Reaction yield outcomes from USPTO patents with 853,638 reactions. The task is: Predict the reaction yield, written as a fraction of the theoretical maximum amount of product (1.0 means a 100% yield; for example, 0.34 means a 34% yield). (1) The reactants are C([Li])CCC.CCCCCC.Br[C:13]1[CH:18]=[C:17]([Br:19])[C:16]([F:20])=[CH:15][C:14]=1[F:21].CN(C)[CH:24]=[O:25]. The catalyst is C(OCC)C. The product is [Br:19][C:17]1[C:16]([F:20])=[CH:15][C:14]([F:21])=[C:13]([CH:18]=1)[CH:24]=[O:25]. The yield is 0.610. (2) The reactants are C[Si](C)(C)[O:3][C:4]1([C:13]#[N:14])[C:12]2[C:7](=[CH:8][CH:9]=[CH:10][CH:11]=2)[CH2:6][CH2:5]1.[ClH:17].[CH2:18]([OH:20])[CH3:19]. No catalyst specified. The product is [ClH:17].[OH:3][C:4]1([C:13](=[NH:14])[O:20][CH2:18][CH3:19])[C:12]2[C:7](=[CH:8][CH:9]=[CH:10][CH:11]=2)[CH2:6][CH2:5]1. The yield is 0.640. (3) The reactants are [CH3:1][C:2]1[N:3]=[C:4]2[CH:9]=[CH:8][C:7]([C:10]3[CH:15]=[CH:14][CH:13]=[CH:12][C:11]=3[C:16]([F:19])([F:18])[F:17])=[N:6][N:5]2[C:20]=1[C:21]([OH:23])=O.CN(C(ON1N=NC2C=CC=NC1=2)=[N+](C)C)C.F[P-](F)(F)(F)(F)F.[Cl:48][C:49]1[CH:50]=[CH:51][C:52]([NH2:55])=[N:53][CH:54]=1.N1C=CC=CC=1. The catalyst is C(#N)C.O. The product is [Cl:48][C:49]1[CH:50]=[CH:51][C:52]([NH:55][C:21]([C:20]2[N:5]3[N:6]=[C:7]([C:10]4[CH:15]=[CH:14][CH:13]=[CH:12][C:11]=4[C:16]([F:18])([F:17])[F:19])[CH:8]=[CH:9][C:4]3=[N:3][C:2]=2[CH3:1])=[O:23])=[N:53][CH:54]=1. The yield is 0.430.